This data is from NCI-60 drug combinations with 297,098 pairs across 59 cell lines. The task is: Regression. Given two drug SMILES strings and cell line genomic features, predict the synergy score measuring deviation from expected non-interaction effect. (1) Drug 1: CCCCCOC(=O)NC1=NC(=O)N(C=C1F)C2C(C(C(O2)C)O)O. Drug 2: B(C(CC(C)C)NC(=O)C(CC1=CC=CC=C1)NC(=O)C2=NC=CN=C2)(O)O. Cell line: KM12. Synergy scores: CSS=59.5, Synergy_ZIP=-1.08, Synergy_Bliss=-5.34, Synergy_Loewe=-18.6, Synergy_HSA=-2.97. (2) Drug 1: CC1OCC2C(O1)C(C(C(O2)OC3C4COC(=O)C4C(C5=CC6=C(C=C35)OCO6)C7=CC(=C(C(=C7)OC)O)OC)O)O. Drug 2: CN(C)C1=NC(=NC(=N1)N(C)C)N(C)C. Cell line: SW-620. Synergy scores: CSS=45.1, Synergy_ZIP=8.17, Synergy_Bliss=7.01, Synergy_Loewe=-26.4, Synergy_HSA=4.82. (3) Drug 1: CS(=O)(=O)C1=CC(=C(C=C1)C(=O)NC2=CC(=C(C=C2)Cl)C3=CC=CC=N3)Cl. Drug 2: CS(=O)(=O)OCCCCOS(=O)(=O)C. Cell line: NCIH23. Synergy scores: CSS=3.36, Synergy_ZIP=-2.83, Synergy_Bliss=-5.27, Synergy_Loewe=-6.63, Synergy_HSA=-6.06. (4) Drug 1: C1=C(C(=O)NC(=O)N1)N(CCCl)CCCl. Drug 2: CN1C(=O)N2C=NC(=C2N=N1)C(=O)N. Cell line: EKVX. Synergy scores: CSS=4.65, Synergy_ZIP=4.13, Synergy_Bliss=7.32, Synergy_Loewe=-2.96, Synergy_HSA=2.93. (5) Drug 1: CCC1=CC2CC(C3=C(CN(C2)C1)C4=CC=CC=C4N3)(C5=C(C=C6C(=C5)C78CCN9C7C(C=CC9)(C(C(C8N6C)(C(=O)OC)O)OC(=O)C)CC)OC)C(=O)OC.C(C(C(=O)O)O)(C(=O)O)O. Drug 2: CC1C(C(CC(O1)OC2CC(CC3=C2C(=C4C(=C3O)C(=O)C5=CC=CC=C5C4=O)O)(C(=O)C)O)N)O. Cell line: OVCAR-5. Synergy scores: CSS=39.7, Synergy_ZIP=0.0378, Synergy_Bliss=-0.715, Synergy_Loewe=-7.42, Synergy_HSA=0.929. (6) Drug 1: CC1=C(C=C(C=C1)NC2=NC=CC(=N2)N(C)C3=CC4=NN(C(=C4C=C3)C)C)S(=O)(=O)N.Cl. Drug 2: C1CCC(C1)C(CC#N)N2C=C(C=N2)C3=C4C=CNC4=NC=N3. Cell line: HS 578T. Synergy scores: CSS=-5.53, Synergy_ZIP=5.72, Synergy_Bliss=7.31, Synergy_Loewe=0.962, Synergy_HSA=0.947. (7) Drug 1: C1=CC(=CC=C1CC(C(=O)O)N)N(CCCl)CCCl.Cl. Drug 2: C1=CC=C(C(=C1)C(C2=CC=C(C=C2)Cl)C(Cl)Cl)Cl. Cell line: LOX IMVI. Synergy scores: CSS=13.0, Synergy_ZIP=-6.79, Synergy_Bliss=1.74, Synergy_Loewe=-9.24, Synergy_HSA=2.66.